Dataset: Catalyst prediction with 721,799 reactions and 888 catalyst types from USPTO. Task: Predict which catalyst facilitates the given reaction. (1) Product: [C:24]([NH:27][C:28]1[CH:29]=[C:30]([NH:31]/[C:4](=[C:11]2\[C:12](=[O:23])[NH:13][C:14]3[C:19]\2=[CH:18][C:17]([N+:20]([O-:22])=[O:21])=[CH:16][CH:15]=3)/[C:5]2[CH:6]=[CH:7][CH:8]=[CH:9][CH:10]=2)[CH:32]=[CH:33][CH:34]=1)(=[O:26])[CH3:25]. Reactant: C(O[C:4](=[C:11]1[C:19]2[C:14](=[CH:15][CH:16]=[C:17]([N+:20]([O-:22])=[O:21])[CH:18]=2)[NH:13][C:12]1=[O:23])[C:5]1[CH:10]=[CH:9][CH:8]=[CH:7][CH:6]=1)C.[C:24]([NH:27][C:28]1[CH:29]=[C:30]([CH:32]=[CH:33][CH:34]=1)[NH2:31])(=[O:26])[CH3:25]. The catalyst class is: 3. (2) Reactant: [I:1][C:2]1[CH:7]=[C:6](I)[N:5]=[C:4]([Cl:9])[N:3]=1.[C:10]1(B(O)O)[CH:15]=[CH:14][CH:13]=[CH:12][CH:11]=1.C([O-])([O-])=O.[K+].[K+]. Product: [Cl:9][C:4]1[N:3]=[C:2]([I:1])[CH:7]=[C:6]([C:10]2[CH:15]=[CH:14][CH:13]=[CH:12][CH:11]=2)[N:5]=1. The catalyst class is: 77. (3) Reactant: [Cl:1][C:2]1[N:7]=[C:6]([NH:8][CH:9]2[CH2:14][CH:13]([CH3:15])[CH2:12][CH:11]([NH2:16])[CH2:10]2)[C:5]([F:17])=[CH:4][N:3]=1.[C:18](N1C=CN=C1)(N1C=CN=C1)=[O:19].CCN(C(C)C)C(C)C.Cl.[F:40][C@H:41]1[CH2:45][CH2:44][NH:43][CH2:42]1. Product: [Cl:1][C:2]1[N:7]=[C:6]([NH:8][CH:9]2[CH2:14][CH:13]([CH3:15])[CH2:12][CH:11]([NH:16][C:18]([N:43]3[CH2:44][CH2:45][C@H:41]([F:40])[CH2:42]3)=[O:19])[CH2:10]2)[C:5]([F:17])=[CH:4][N:3]=1. The catalyst class is: 1. (4) The catalyst class is: 285. Product: [O:36]1[CH2:37][CH2:38][N:33]([CH2:32][C:29]2[CH:30]=[CH:31][C:26]([CH2:25][O:24][C:21]3[CH:20]=[CH:19][CH:18]=[C:17]4[C:22]=3[CH2:23][N:15]([C@H:10]3[CH2:11][CH2:12][C:13](=[O:14])[NH:8][C:9]3=[O:40])[C:16]4=[O:39])=[CH:27][CH:28]=2)[CH2:34][CH2:35]1. Reactant: C([N:8]1[C:13](=[O:14])[CH2:12][CH2:11][C@H:10]([N:15]2[CH2:23][C:22]3[C:17](=[CH:18][CH:19]=[CH:20][C:21]=3[O:24][CH2:25][C:26]3[CH:31]=[CH:30][C:29]([CH2:32][N:33]4[CH2:38][CH2:37][O:36][CH2:35][CH2:34]4)=[CH:28][CH:27]=3)[C:16]2=[O:39])[C:9]1=[O:40])C1C=CC=CC=1. (5) Reactant: Br[CH2:2][C:3]([O:5]C)=O.[C:7]([N:10]1[CH2:15][CH2:14][NH:13][CH2:12][CH2:11]1)(=[O:9])[CH3:8].C(=O)([O-])[O-].[K+].[K+].[NH2:22][NH2:23]. Product: [C:7]([N:10]1[CH2:15][CH2:14][N:13]([CH2:2][C:3]([NH:22][NH2:23])=[O:5])[CH2:12][CH2:11]1)(=[O:9])[CH3:8]. The catalyst class is: 8.